Regression. Given a peptide amino acid sequence and an MHC pseudo amino acid sequence, predict their binding affinity value. This is MHC class I binding data. From a dataset of Peptide-MHC class I binding affinity with 185,985 pairs from IEDB/IMGT. (1) The MHC is HLA-A31:01 with pseudo-sequence HLA-A31:01. The peptide sequence is DTWHGFKNM. The binding affinity (normalized) is 0.0847. (2) The peptide sequence is YRYGFVANF. The MHC is HLA-B27:05 with pseudo-sequence HLA-B27:05. The binding affinity (normalized) is 0.659.